This data is from Reaction yield outcomes from USPTO patents with 853,638 reactions. The task is: Predict the reaction yield, written as a fraction of the theoretical maximum amount of product (1.0 means a 100% yield; for example, 0.34 means a 34% yield). (1) The reactants are [C:1]1([S:11]([NH2:14])(=[O:13])=[O:12])[C:2]([S:7]([NH2:10])(=[O:9])=[O:8])=[CH:3][CH:4]=[CH:5][CH:6]=1.[Cl:15][C:16]1[CH:24]=[C:23]([Br:25])[CH:22]=[CH:21][C:17]=1[C:18](O)=[O:19].C(Cl)CCl. The catalyst is CN(C1C=CN=CC=1)C.CN(C=O)C.O. The product is [Br:25][C:23]1[CH:22]=[CH:21][C:17]([C:18]([NH:10][S:7]([C:2]2[CH:3]=[CH:4][CH:5]=[CH:6][C:1]=2[S:11](=[O:13])(=[O:12])[NH2:14])(=[O:9])=[O:8])=[O:19])=[C:16]([Cl:15])[CH:24]=1. The yield is 0.510. (2) The reactants are [N:1]([C@H:4]1[CH2:8][O:7][C@@H:6]2[C@@H:9]([N:12]=[N+:13]=[N-:14])[CH2:10][O:11][C@H:5]12)=[N+]=[N-].C1C=CC(P(C2C=CC=CC=2)C2C=CC=CC=2)=CC=1. The catalyst is CCOC(C)=O.CCOCC.Cl.O. The product is [N:12]([C@@H:9]1[C@H:6]2[O:7][CH2:8][C@H:4]([NH2:1])[C@H:5]2[O:11][CH2:10]1)=[N+:13]=[N-:14]. The yield is 0.602. (3) The yield is 0.710. The product is [C:1]([O:5][C:6](=[O:21])[CH2:7][C@@H:8]([CH2:17][NH2:18])[CH2:9][C@H:10]([CH3:16])[CH2:11][CH2:12][CH2:13][CH2:14][CH3:15])([CH3:2])([CH3:4])[CH3:3]. The catalyst is C1COCC1.[Pd]. The reactants are [C:1]([O:5][C:6](=[O:21])[CH2:7][C@@H:8]([CH2:17][N:18]=[N+]=[N-])[CH2:9][C@H:10]([CH3:16])[CH2:11][CH2:12][CH2:13][CH2:14][CH3:15])([CH3:4])([CH3:3])[CH3:2].[H][H].